The task is: Predict the reactants needed to synthesize the given product.. This data is from Full USPTO retrosynthesis dataset with 1.9M reactions from patents (1976-2016). Given the product [F:28][C:17]1[CH:16]=[C:15]([C:29]2([OH:35])[CH2:30][CH2:31][O:32][CH2:33][CH2:34]2)[CH:14]=[C:13]([F:12])[C:18]=1[C:2]1[N:7]=[C:6]([C:8]([O:10][CH3:11])=[O:9])[CH:5]=[CH:4][CH:3]=1, predict the reactants needed to synthesize it. The reactants are: Br[C:2]1[N:7]=[C:6]([C:8]([O:10][CH3:11])=[O:9])[CH:5]=[CH:4][CH:3]=1.[F:12][C:13]1[CH:14]=[C:15]([C:29]2([OH:35])[CH2:34][CH2:33][O:32][CH2:31][CH2:30]2)[CH:16]=[C:17]([F:28])[C:18]=1B1OC(C)(C)C(C)(C)O1.